From a dataset of Full USPTO retrosynthesis dataset with 1.9M reactions from patents (1976-2016). Predict the reactants needed to synthesize the given product. (1) Given the product [F:12][C:13]([F:17])([F:16])[CH2:14][O:15][C:2]1[N:3]=[CH:4][C:5]([C:8]([O:10][CH3:11])=[O:9])=[N:6][CH:7]=1, predict the reactants needed to synthesize it. The reactants are: Cl[C:2]1[N:3]=[CH:4][C:5]([C:8]([O:10][CH3:11])=[O:9])=[N:6][CH:7]=1.[F:12][C:13]([F:17])([F:16])[CH2:14][OH:15].C(=O)([O-])[O-].[K+].[K+]. (2) Given the product [CH2:22]([N:20]1[C:19]2[C:4](=[CH:5][C:6]([C:10]([O:12][CH3:13])=[O:11])=[CH:7][CH:8]=2)[CH:3]=[CH:21]1)[CH3:16], predict the reactants needed to synthesize it. The reactants are: N1C2[C:4](=[CH:5][C:6]([C:10]([O:12][CH3:13])=[O:11])=[CH:7][CH:8]=2)[CH:3]=C1.[H-].[Na+].[CH3:16]I.O.[CH3:19][N:20]([CH:22]=O)[CH3:21]. (3) Given the product [OH:31][C:28]1[CH:27]=[CH:26][C:25]([CH2:24][N:15]([C:12]2[CH:13]=[CH:14][C:9]([O:8][CH2:7][CH2:6][N:1]3[CH2:5][CH2:4][CH2:3][CH2:2]3)=[CH:10][CH:11]=2)[C:16]([CH:18]2[CH2:23][CH2:22][CH2:21][CH2:20][CH2:19]2)=[O:17])=[CH:30][CH:29]=1, predict the reactants needed to synthesize it. The reactants are: [N:1]1([CH2:6][CH2:7][O:8][C:9]2[CH:14]=[CH:13][C:12]([N:15]([CH2:24][C:25]3[CH:30]=[CH:29][C:28]([O:31]C4CCCCO4)=[CH:27][CH:26]=3)[C:16]([CH:18]3[CH2:23][CH2:22][CH2:21][CH2:20][CH2:19]3)=[O:17])=[CH:11][CH:10]=2)[CH2:5][CH2:4][CH2:3][CH2:2]1.C1(C)C=CC(S([O-])(=O)=O)=CC=1.[NH+]1C=CC=CC=1.Cl. (4) Given the product [N:1]1([CH2:7][C:8]2[CH:13]=[CH:12][C:11]([C:14]3[O:15][C:16]4[C:22]([C:23]([NH2:28])=[O:25])=[CH:21][CH:20]=[CH:19][C:17]=4[N:18]=3)=[CH:10][CH:9]=2)[CH2:2][CH2:3][NH:4][CH2:5][CH2:6]1, predict the reactants needed to synthesize it. The reactants are: [N:1]1([CH2:7][C:8]2[CH:13]=[CH:12][C:11]([C:14]3[O:15][C:16]4[C:22]([C:23]([O:25]C)=O)=[CH:21][CH:20]=[CH:19][C:17]=4[N:18]=3)=[CH:10][CH:9]=2)[CH2:6][CH2:5][NH:4][CH2:3][CH2:2]1.O.[NH4+:28]. (5) The reactants are: [Cl:1][C:2]1[CH:7]=[CH:6][C:5]([CH:8]([C:21]2[CH:26]=[CH:25][C:24]([Cl:27])=[CH:23][CH:22]=2)[C:9]2[CH:10]=[C:11]3[C:16](=[CH:17][CH:18]=2)[N:15]=[C:14]([OH:19])[CH:13]=[C:12]3Br)=[CH:4][CH:3]=1.[F:28][C:29]([F:38])([F:37])[C:30]1[CH:36]=[CH:35][C:33]([NH2:34])=[CH:32][CH:31]=1.C([O-])([O-])=O.[Cs+].[Cs+]. Given the product [Cl:1][C:2]1[CH:7]=[CH:6][C:5]([CH:8]([C:21]2[CH:26]=[CH:25][C:24]([Cl:27])=[CH:23][CH:22]=2)[C:9]2[CH:10]=[C:11]3[C:16](=[CH:17][CH:18]=2)[N:15]=[C:14]([OH:19])[CH:13]=[C:12]3[NH:34][C:33]2[CH:35]=[CH:36][C:30]([C:29]([F:28])([F:37])[F:38])=[CH:31][CH:32]=2)=[CH:4][CH:3]=1, predict the reactants needed to synthesize it. (6) Given the product [CH2:31]([O:30][C:24]1[CH:23]=[C:22]2[C:27](=[CH:26][C:25]=1[O:28][CH3:29])[CH:17](/[CH:16]=[CH:15]/[C:13]1[CH:14]=[C:9]([O:8][CH2:1][C:2]3[CH:7]=[CH:6][CH:5]=[CH:4][CH:3]=3)[C:10]([O:42][CH3:43])=[CH:11][C:12]=1[C:38]([CH3:41])([CH3:40])[CH3:39])[NH:19][CH2:20][CH2:21]2)[C:32]1[CH:33]=[CH:34][CH:35]=[CH:36][CH:37]=1, predict the reactants needed to synthesize it. The reactants are: [CH2:1]([O:8][C:9]1[C:10]([O:42][CH3:43])=[CH:11][C:12]([C:38]([CH3:41])([CH3:40])[CH3:39])=[C:13](/[CH:15]=[CH:16]/[C:17]([NH:19][CH2:20][CH2:21][C:22]2[CH:27]=[CH:26][C:25]([O:28][CH3:29])=[C:24]([O:30][CH2:31][C:32]3[CH:37]=[CH:36][CH:35]=[CH:34][CH:33]=3)[CH:23]=2)=O)[CH:14]=1)[C:2]1[CH:7]=[CH:6][CH:5]=[CH:4][CH:3]=1.O=P(Cl)(Cl)Cl.[BH4-].[Na+]. (7) Given the product [Br:1][C:2]1[CH:8]=[CH:7][C:6]([F:9])=[CH:5][C:3]=1[S:19][CH3:18], predict the reactants needed to synthesize it. The reactants are: [Br:1][C:2]1[CH:8]=[CH:7][C:6]([F:9])=[CH:5][C:3]=1N.N(OCCC(C)C)=O.[CH3:18][S:19]SC. (8) The reactants are: [Cl:1][CH2:2][CH2:3][C:4]1[CH:9]=[CH:8][C:7]([NH:10][C:11](=[O:13])[CH3:12])=[C:6]([CH3:14])[CH:5]=1.I[CH3:16]. Given the product [Cl:1][CH2:2][CH2:3][C:4]1[CH:9]=[CH:8][C:7]([N:10]([CH3:16])[C:11](=[O:13])[CH3:12])=[C:6]([CH3:14])[CH:5]=1, predict the reactants needed to synthesize it.